From a dataset of Full USPTO retrosynthesis dataset with 1.9M reactions from patents (1976-2016). Predict the reactants needed to synthesize the given product. (1) Given the product [NH2:1][C:2]1[N:14]=[C:13]([C:15]2[CH:20]=[CH:19][CH:18]=[CH:17][C:16]=2[OH:21])[CH:12]=[C:11]([C:22]2[CH:27]=[CH:26][CH:25]=[C:24]([NH:28][C:41]([CH:39]3[CH2:38][CH2:37][C:36](=[O:35])[O:40]3)=[O:42])[CH:23]=2)[C:3]=1[C:4]([O:6][C:7]([CH3:10])([CH3:9])[CH3:8])=[O:5], predict the reactants needed to synthesize it. The reactants are: [NH2:1][C:2]1[N:14]=[C:13]([C:15]2[CH:20]=[CH:19][CH:18]=[CH:17][C:16]=2[OH:21])[CH:12]=[C:11]([C:22]2[CH:27]=[CH:26][CH:25]=[C:24]([NH2:28])[CH:23]=2)[C:3]=1[C:4]([O:6][C:7]([CH3:10])([CH3:9])[CH3:8])=[O:5].N1C=CC=CC=1.[O:35]=[C:36]1[O:40][CH:39]([C:41](Cl)=[O:42])[CH2:38][CH2:37]1. (2) Given the product [OH:1][CH2:2][CH2:3][CH2:4][C:5]1[CH:6]=[C:7]2[C:11](=[CH:12][CH:13]=1)[C:10](=[O:14])[CH2:9][CH2:8]2, predict the reactants needed to synthesize it. The reactants are: [OH:1][CH2:2][C:3]#[C:4][C:5]1[CH:6]=[C:7]2[C:11](=[CH:12][CH:13]=1)[C:10](=[O:14])[CH2:9][CH2:8]2. (3) The reactants are: C([Li])CCC.C(NC(C)C)(C)C.[Br:13][C:14]1[CH:15]=[C:16]2[C:21](=[CH:22][CH:23]=1)[CH2:20][NH:19][C:18](=[O:24])[CH:17]2[CH3:25].CC1C=CC(S(O[CH2:37][C:38]2[CH:39]=[N:40][CH:41]=[N:42][CH:43]=2)(=O)=O)=CC=1. Given the product [Br:13][C:14]1[CH:15]=[C:16]2[C:21](=[CH:22][CH:23]=1)[CH2:20][NH:19][C:18](=[O:24])[C:17]2([CH3:25])[CH2:37][C:38]1[CH:43]=[N:42][CH:41]=[N:40][CH:39]=1, predict the reactants needed to synthesize it. (4) Given the product [Br:1][C:2]1[CH:7]=[CH:6][C:5]([CH2:8][CH2:9][Br:11])=[CH:4][CH:3]=1, predict the reactants needed to synthesize it. The reactants are: [Br:1][C:2]1[CH:7]=[CH:6][C:5]([CH2:8][CH2:9]O)=[CH:4][CH:3]=1.[Br:11]C(Br)(Br)Br.C1(P(C2C=CC=CC=2)C2C=CC=CC=2)C=CC=CC=1.